Dataset: Catalyst prediction with 721,799 reactions and 888 catalyst types from USPTO. Task: Predict which catalyst facilitates the given reaction. (1) Reactant: C(OC([N:8]1[CH2:13][CH2:12][CH:11]([N:14]([CH2:21][CH:22]([CH3:24])[CH3:23])[CH2:15][C:16]2[N:17]=[CH:18][S:19][CH:20]=2)[CH2:10][CH2:9]1)=O)(C)(C)C.C1(OC)C=CC=CC=1.FC(F)(F)C(O)=O. Product: [CH2:21]([N:14]([CH:11]1[CH2:12][CH2:13][NH:8][CH2:9][CH2:10]1)[CH2:15][C:16]1[N:17]=[CH:18][S:19][CH:20]=1)[CH:22]([CH3:24])[CH3:23]. The catalyst class is: 4. (2) Reactant: [CH2:1]([O:5][CH2:6][CH2:7][CH2:8][CH2:9][CH2:10][CH2:11][CH2:12][CH2:13][CH2:14][CH2:15][CH2:16][CH2:17][CH2:18][CH2:19][CH2:20][CH2:21][CH2:22][CH3:23])[CH:2]1[O:4][CH2:3]1.[CH2:24]([O:28][CH2:29][CH2:30][CH2:31][CH2:32][CH2:33][CH2:34][CH2:35][CH3:36])[CH:25]1[O:27][CH2:26]1.C1(C)C=CC=CC=1.Cl. Product: [CH2:1]([O:5][CH2:6][CH2:7][CH2:8][CH2:9][CH2:10][CH2:11][CH2:12][CH2:13][CH2:14][CH2:15][CH2:16][CH2:17][CH2:18][CH2:19][CH2:20][CH2:21][CH2:22][CH3:23])[CH:2]1[O:4][CH2:3]1.[CH2:24]([O:28][CH2:29][CH2:30][CH2:31][CH2:32][CH2:33][CH2:34][CH2:35][CH3:36])[CH:25]1[O:27][CH2:26]1. The catalyst class is: 21.